The task is: Predict the reaction yield, written as a fraction of the theoretical maximum amount of product (1.0 means a 100% yield; for example, 0.34 means a 34% yield).. This data is from Reaction yield outcomes from USPTO patents with 853,638 reactions. (1) The reactants are Br[C:2]1[C:3]([F:28])=[C:4]([N:8]2[CH:13]=[C:12]([O:14][CH3:15])[C:11](=[O:16])[C:10]([C:17]3[N:21]([C:22]4[CH:27]=[CH:26][CH:25]=[CH:24][CH:23]=4)[N:20]=[CH:19][CH:18]=3)=[N:9]2)[CH:5]=[CH:6][CH:7]=1.[N:29]1[CH:34]=[CH:33][CH:32]=[C:31](B(O)O)[CH:30]=1.C([O-])([O-])=O.[Na+].[Na+].C([O-])(O)=O.[Na+]. The catalyst is COCCOC.O.C1C=CC([P]([Pd]([P](C2C=CC=CC=2)(C2C=CC=CC=2)C2C=CC=CC=2)([P](C2C=CC=CC=2)(C2C=CC=CC=2)C2C=CC=CC=2)[P](C2C=CC=CC=2)(C2C=CC=CC=2)C2C=CC=CC=2)(C2C=CC=CC=2)C2C=CC=CC=2)=CC=1. The product is [F:28][C:3]1[C:2]([C:31]2[CH:30]=[N:29][CH:34]=[CH:33][CH:32]=2)=[CH:7][CH:6]=[CH:5][C:4]=1[N:8]1[CH:13]=[C:12]([O:14][CH3:15])[C:11](=[O:16])[C:10]([C:17]2[N:21]([C:22]3[CH:27]=[CH:26][CH:25]=[CH:24][CH:23]=3)[N:20]=[CH:19][CH:18]=2)=[N:9]1. The yield is 0.480. (2) The reactants are [Br:1][C:2]1[C:3]([CH3:20])=[C:4]([NH:8][C:9](=[O:19])[C:10]2[CH:15]=[C:14]([F:16])[CH:13]=[CH:12][C:11]=2[CH2:17]Br)[CH:5]=[CH:6][CH:7]=1.CC(C)([O-])C.[Na+]. The catalyst is C1COCC1.O. The product is [Br:1][C:2]1[C:3]([CH3:20])=[C:4]([N:8]2[CH2:17][C:11]3[C:10](=[CH:15][C:14]([F:16])=[CH:13][CH:12]=3)[C:9]2=[O:19])[CH:5]=[CH:6][CH:7]=1. The yield is 0.580. (3) The reactants are Cl.[CH3:2][N:3]1[CH2:15][C:5]2([C:13]3[C:8](=[CH:9][C:10]([OH:14])=[CH:11][CH:12]=3)[NH:7][CH2:6]2)[CH2:4]1.[Cl:16][C:17]1[C:22]([Cl:23])=[CH:21][N:20]=[C:19]([NH2:24])[N:18]=1. The catalyst is Cl. The product is [ClH:16].[NH2:24][C:19]1[N:20]=[C:21]([N:7]2[C:8]3[C:13](=[CH:12][CH:11]=[C:10]([OH:14])[CH:9]=3)[C:5]3([CH2:4][N:3]([CH3:2])[CH2:15]3)[CH2:6]2)[C:22]([Cl:23])=[CH:17][N:18]=1. The yield is 1.00. (4) The reactants are [CH2:1]([N:8]1[CH2:13][CH2:12][NH:11][C@@H:10]([CH2:14][CH2:15][OH:16])[CH2:9]1)[C:2]1[CH:7]=[CH:6][CH:5]=[CH:4][CH:3]=1.[C:17](O[C:17]([O:19][C:20]([CH3:23])([CH3:22])[CH3:21])=[O:18])([O:19][C:20]([CH3:23])([CH3:22])[CH3:21])=[O:18]. The catalyst is ClCCl. The product is [C:20]([O:19][C:17]([N:11]1[CH2:12][CH2:13][N:8]([CH2:1][C:2]2[CH:3]=[CH:4][CH:5]=[CH:6][CH:7]=2)[CH2:9][CH:10]1[CH2:14][CH2:15][OH:16])=[O:18])([CH3:23])([CH3:22])[CH3:21]. The yield is 0.980. (5) The reactants are [CH3:1][O:2][C:3]1[CH:4]=[C:5]([C:11](=O)[CH:12]=[C:13]([CH3:15])[CH3:14])[CH:6]=[CH:7][C:8]=1[O:9][CH3:10].O.[NH2:18][NH2:19]. The catalyst is CCO. The product is [CH3:1][O:2][C:3]1[CH:4]=[C:5]([C:11]2[CH2:12][C:13]([CH3:15])([CH3:14])[NH:19][N:18]=2)[CH:6]=[CH:7][C:8]=1[O:9][CH3:10]. The yield is 1.00. (6) The reactants are [C:1]1([CH2:7][C@@H:8]([NH:21][C:22]2[S:23][C:24]([C:27]3[CH:32]=[CH:31][C:30]4[CH:33]=[N:34][CH:35]=[C:36]([CH:37]=[CH2:38])[C:29]=4[N:28]=3)=[N:25][N:26]=2)[CH2:9][N:10]2C(=O)C3C=CC=CC=3C2=O)[CH:6]=[CH:5][CH:4]=[CH:3][CH:2]=1.BrC1C2N=C(C3SC(N[C@H](CC4C=CC=CC=4)CN4C(=O)C5C=CC=CC=5C4=O)=NN=3)C=CC=2C=NC=1.C(C([Sn])=C(CCCC)CCCC)CCC.O. The catalyst is CN(C)C=O.Cl[Pd](Cl)([P](C1C=CC=CC=1)(C1C=CC=CC=1)C1C=CC=CC=1)[P](C1C=CC=CC=1)(C1C=CC=CC=1)C1C=CC=CC=1. The product is [NH2:10][CH2:9][C@H:8]([NH:21][C:22]1[S:23][C:24]([C:27]2[CH:32]=[CH:31][C:30]3[CH:33]=[N:34][CH:35]=[C:36]([CH2:37][CH3:38])[C:29]=3[N:28]=2)=[N:25][N:26]=1)[CH2:7][C:1]1[CH:6]=[CH:5][CH:4]=[CH:3][CH:2]=1. The yield is 0.990. (7) The reactants are [C-:1]#[N:2].[Na+].[F:4][C:5]([F:11])([F:10])[CH2:6][CH2:7][CH:8]=O.[C:12](=[O:15])([O-])[O-].[NH4+:16].[NH4+].[OH2:18]. No catalyst specified. The product is [F:4][C:5]([F:11])([F:10])[CH2:6][CH2:7][CH:8]1[NH:16][C:1](=[O:18])[NH:2][C:12]1=[O:15]. The yield is 0.697. (8) The reactants are [CH2:1]([O:3][C:4](=[O:10])[CH:5]=[C:6]1[CH2:9][O:8][CH2:7]1)C.[H-].[Na+].[CH3:13][O:14][C:15](=[O:21])C[C:15]([O:14][CH3:13])=[O:21].[NH4+].[Cl-].[CH3:24][CH2:25][O:26][C:27](C)=[O:28]. The catalyst is CN(C=O)C.O. The product is [CH3:1][O:3][C:4](=[O:10])[CH:5]([C:6]1([C:27]([O:26][CH2:25][CH3:24])=[O:28])[CH2:9][O:8][CH2:7]1)[C:15]([O:14][CH3:13])=[O:21]. The yield is 0.870. (9) The catalyst is C(Cl)Cl. The yield is 0.700. The product is [CH3:7][C:2]([S:1][CH2:20][C:19]1[C:22]([O:28][CH3:29])=[CH:23][C:24]([O:26][CH3:27])=[CH:25][C:18]=1[O:17][CH3:16])([CH3:8])[CH2:3][C:4]([OH:6])=[O:5]. The reactants are [SH:1][C:2]([CH3:8])([CH3:7])[CH2:3][C:4]([OH:6])=[O:5].FC(F)(F)C(O)=O.[CH3:16][O:17][C:18]1[CH:25]=[C:24]([O:26][CH3:27])[CH:23]=[C:22]([O:28][CH3:29])[C:19]=1[CH2:20]O.